The task is: Predict the reactants needed to synthesize the given product.. This data is from Full USPTO retrosynthesis dataset with 1.9M reactions from patents (1976-2016). (1) The reactants are: [C:1]1([NH:7][C:8]2[CH:9]=[CH:10][C:11]([C:14]#N)=[N:12][CH:13]=2)[CH:6]=[CH:5][CH:4]=[CH:3][CH:2]=1.[OH-:16].[Na+].[OH2:18]. Given the product [C:1]1([NH:7][C:8]2[CH:9]=[CH:10][C:11]([C:14]([OH:18])=[O:16])=[N:12][CH:13]=2)[CH:6]=[CH:5][CH:4]=[CH:3][CH:2]=1, predict the reactants needed to synthesize it. (2) Given the product [Br:24][C:8]1[CH:9]=[C:10]([C:13]([NH:15][CH2:16][C:17]2[CH:22]=[CH:21][CH:20]=[C:19]([OH:23])[CH:18]=2)=[O:14])[CH:11]=[CH:12][C:7]=1[C:6]([NH:5][C@H:4]([C:3]([OH:35])=[O:2])[CH2:26][NH:27][C:28]([C:30]1[S:31][CH:32]=[CH:33][CH:34]=1)=[O:29])=[O:25], predict the reactants needed to synthesize it. The reactants are: C[O:2][C:3](=[O:35])[C@H:4]([CH2:26][NH:27][C:28]([C:30]1[S:31][CH:32]=[CH:33][CH:34]=1)=[O:29])[NH:5][C:6](=[O:25])[C:7]1[CH:12]=[CH:11][C:10]([C:13]([NH:15][CH2:16][C:17]2[CH:22]=[CH:21][CH:20]=[C:19]([OH:23])[CH:18]=2)=[O:14])=[CH:9][C:8]=1[Br:24].[OH-].[Na+].